Predict the product of the given reaction. From a dataset of Forward reaction prediction with 1.9M reactions from USPTO patents (1976-2016). (1) Given the reactants [H-].[Na+].[Cl:3][C:4]1[CH:9]=[CH:8][C:7]([CH2:10]C#N)=[CH:6][CH:5]=1.[C:13]([O:21]C)(=O)[C:14]1[CH:19]=[CH:18][N:17]=[CH:16][CH:15]=1.C([O-])([O-])=O.[K+].[K+], predict the reaction product. The product is: [Cl:3][C:4]1[CH:9]=[CH:8][C:7]([CH2:10][C:13]([C:14]2[CH:15]=[CH:16][N:17]=[CH:18][CH:19]=2)=[O:21])=[CH:6][CH:5]=1. (2) Given the reactants [Br:1][C:2]1[S:6][C:5]([CH3:7])=[N:4][C:3]=1[C:8]([NH2:10])=O.C(N(CC)CC)C.FC(F)(F)C(OC(=O)C(F)(F)F)=O, predict the reaction product. The product is: [Br:1][C:2]1[S:6][C:5]([CH3:7])=[N:4][C:3]=1[C:8]#[N:10]. (3) Given the reactants [CH2:1]([O:8][C@H:9]1[C@H:14]([O:15][CH2:16]C2C=CC=CC=2)[C@@H:13]([O:23][CH2:24]C2C=CC=CC=2)[C@@:12]([C:33]2[CH:38]=[CH:37][C:36]([Cl:39])=[C:35]([CH2:40][C:41]3[CH:42]=[CH:43][C:44]4[O:48][CH2:47][CH2:46][C:45]=4[CH:49]=3)[CH:34]=2)([O:31][CH3:32])[O:11][C:10]1([CH2:52][OH:53])CO)[C:2]1[CH:7]=[CH:6][CH:5]=[CH:4][CH:3]=1.F[C:55](F)(F)[C:56](O)=O, predict the reaction product. The product is: [CH2:1]([O:8][C@H:9]1[C@H:14]([O:15][CH2:16][C:2]2[CH:7]=[CH:6][CH:5]=[CH:4][CH:3]=2)[C@@H:13]([O:23][CH2:24][C:56]2[CH:55]=[CH:52][CH:10]=[CH:9][CH:14]=2)[C@:12]2([C:33]3[CH:38]=[CH:37][C:36]([Cl:39])=[C:35]([CH2:40][C:41]4[CH:42]=[CH:43][C:44]5[O:48][CH2:47][CH2:46][C:45]=5[CH:49]=4)[CH:34]=3)[O:11][C@@:10]1([CH2:52][OH:53])[CH2:32][O:31]2)[C:2]1[CH:7]=[CH:6][CH:5]=[CH:4][CH:3]=1. (4) The product is: [C:11]([O:14][C:15](=[O:16])[NH:9][C:5]1[CH:6]=[CH:7][CH:8]=[C:3]([C:1]#[CH:2])[CH:4]=1)([CH3:13])([CH3:12])[CH3:10]. Given the reactants [C:1]([C:3]1[CH:4]=[C:5]([NH2:9])[CH:6]=[CH:7][CH:8]=1)#[CH:2].[CH3:10][C:11]([O:14][C:15](O[C:15]([O:14][C:11]([CH3:13])([CH3:12])[CH3:10])=[O:16])=[O:16])([CH3:13])[CH3:12], predict the reaction product.